The task is: Predict the reactants needed to synthesize the given product.. This data is from Full USPTO retrosynthesis dataset with 1.9M reactions from patents (1976-2016). (1) Given the product [F:1][C:2]([F:9])([F:8])/[CH:3]=[CH:4]/[C:5]([NH:27][CH2:26][CH2:25][CH2:24][C:20]1[CH:19]=[C:18]([CH3:17])[CH:23]=[CH:22][N:21]=1)=[O:6], predict the reactants needed to synthesize it. The reactants are: [F:1][C:2]([F:9])([F:8])/[CH:3]=[CH:4]/[C:5](O)=[O:6].C(Cl)(=O)C(Cl)=O.Cl.[CH3:17][C:18]1[CH:23]=[CH:22][N:21]=[C:20]([CH2:24][CH2:25][CH2:26][NH2:27])[CH:19]=1.CCOP(O)N(C(C)C)C(C)C. (2) Given the product [O:7]1[C:6]2[CH:11]=[CH:12][C:3]([CH2:2][N:23]3[C:24]4[C:29](=[CH:28][CH:27]=[CH:26][CH:25]=4)[C:30]4([C:34]5[CH:35]=[CH:36][C:37]([C:39]#[N:40])=[CH:38][C:33]=5[O:32][CH2:31]4)[C:22]3=[O:21])=[CH:4][C:5]=2[O:10][CH2:9][CH2:8]1, predict the reactants needed to synthesize it. The reactants are: Cl[CH2:2][C:3]1[CH:12]=[CH:11][C:6]2[O:7][CH2:8][CH2:9][O:10][C:5]=2[CH:4]=1.BrCC1CCCCO1.[O:21]=[C:22]1[C:30]2([C:34]3[CH:35]=[CH:36][C:37]([C:39]#[N:40])=[CH:38][C:33]=3[O:32][CH2:31]2)[C:29]2[C:24](=[CH:25][CH:26]=[CH:27][CH:28]=2)[N:23]1CC1C=CC=CN=1.N1C2C(=CC=CC=2)C2(COC3C=C4C(=CC2=3)CCO4)C1=O. (3) Given the product [CH2:1]1[O:11][C:10]2[CH:9]=[CH:8][C:5]([CH2:6][NH:7][C:28]3[C:27]4[N:31]=[CH:32][N:33]([C:26]=4[N:25]=[CH:24][N:29]=3)[C@@H:34]3[O:38][C@H:37]([CH2:39][OH:40])[C@@H:36]([OH:41])[C@H:35]3[OH:42])=[CH:4][C:3]=2[O:2]1, predict the reactants needed to synthesize it. The reactants are: [CH2:1]1[O:11][C:10]2[CH:9]=[CH:8][C:5]([CH2:6][NH2:7])=[CH:4][C:3]=2[O:2]1.Cl.C1OC2C=CC(CN)=CC=2O1.[CH:24]1[N:29]=[C:28](Cl)[C:27]2[N:31]=[CH:32][N:33]([C@@H:34]3[O:38][C@H:37]([CH2:39][OH:40])[C@@H:36]([OH:41])[C@H:35]3[OH:42])[C:26]=2[N:25]=1.C(N(CC)CC)C. (4) Given the product [NH2:10][C:11]1[CH:16]=[CH:15][C:14]([C:17]([CH3:22])([CH3:21])[C:18]([NH2:20])=[O:19])=[N:13][CH:12]=1, predict the reactants needed to synthesize it. The reactants are: C(OC(=O)[NH:10][C:11]1[CH:12]=[N:13][C:14]([C:17]([CH3:22])([CH3:21])[C:18]([NH2:20])=[O:19])=[CH:15][CH:16]=1)C1C=CC=CC=1. (5) Given the product [Cl:21][C:20]1[CH:19]=[CH:18][CH:17]=[C:16]([Cl:22])[C:15]=1[C:14]1[C:8]2[O:7][CH:6]([C:4]([OH:5])=[O:3])[S:10][C:9]=2[CH:11]=[C:12]([F:23])[CH:13]=1, predict the reactants needed to synthesize it. The reactants are: C([O:3][C:4]([C:6]1(C(OCC)=O)[S:10][C:9]2[CH:11]=[C:12]([F:23])[CH:13]=[C:14]([C:15]3[C:20]([Cl:21])=[CH:19][CH:18]=[CH:17][C:16]=3[Cl:22])[C:8]=2[O:7]1)=[O:5])C.Cl.C(O)(=O)C. (6) Given the product [CH2:7]([N:9]1[C:18]([OH:23])=[CH:19][C:20]([CH3:22])=[N:10]1)[CH3:8], predict the reactants needed to synthesize it. The reactants are: C(O)(=O)C(O)=O.[CH2:7]([NH:9][NH2:10])[CH3:8].C(N(CC)CC)C.[C:18](OC)(=[O:23])[CH2:19][C:20]([CH3:22])=O. (7) Given the product [OH:30]/[N:37]=[C:1](/[C:4]1[CH:5]=[CH:6][C:7]([S:10]([C:13]2[CH:14]=[CH:15][C:16]([CH3:29])=[C:17]([S:19]([NH:22][CH:23]3[CH2:28][CH2:27][O:26][CH2:25][CH2:24]3)(=[O:21])=[O:20])[CH:18]=2)(=[O:12])=[O:11])=[CH:8][CH:9]=1)\[CH3:2], predict the reactants needed to synthesize it. The reactants are: [C:1]([C:4]1[CH:9]=[CH:8][C:7]([S:10]([C:13]2[CH:14]=[CH:15][C:16]([CH3:29])=[C:17]([S:19]([NH:22][CH:23]3[CH2:28][CH2:27][O:26][CH2:25][CH2:24]3)(=[O:21])=[O:20])[CH:18]=2)(=[O:12])=[O:11])=[CH:6][CH:5]=1)(=O)[CH3:2].[OH2:30].C([O-])(=O)C.[Na+].Cl.[NH2:37]O.